From a dataset of Forward reaction prediction with 1.9M reactions from USPTO patents (1976-2016). Predict the product of the given reaction. (1) Given the reactants [N:1]1[N:2]([C:6]2[CH:32]=[CH:31][CH:30]=[CH:29][C:7]=2[C:8]([N:10]2[C@H:15]([CH3:16])[CH2:14][CH2:13][C@@H:12]([O:17][C:18]3[N:27]=[CH:26][CH:25]=[C:24](I)[C:19]=3[C:20](OC)=[O:21])[CH2:11]2)=[O:9])[N:3]=[CH:4][CH:5]=1.[BH4-].[Li+], predict the reaction product. The product is: [CH3:16][C@H:15]1[N:10]([C:8]([C:7]2[CH:29]=[CH:30][CH:31]=[CH:32][C:6]=2[N:2]2[N:3]=[CH:4][CH:5]=[N:1]2)=[O:9])[CH2:11][C@H:12]([O:17][C:18]2[C:19]([CH2:20][OH:21])=[CH:24][CH:25]=[CH:26][N:27]=2)[CH2:13][CH2:14]1. (2) Given the reactants [F:1][C:2]1[CH:3]=[C:4]([NH2:18])[CH:5]=[CH:6][C:7]=1[O:8][C:9]1[CH:14]=[CH:13][N:12]=[CH:11][C:10]=1[N+:15]([O-:17])=[O:16].[F:19][C:20]1[CH:25]=[CH:24][C:23]([CH2:26][C:27]([N:29]=[C:30]=[O:31])=[O:28])=[CH:22][CH:21]=1.COC1C=CC(CNC2N=CN=C(OC3C=CC(NC(NC(=O)CC4C=CC(F)=CC=4)=O)=CC=3F)C=2)=CC=1, predict the reaction product. The product is: [F:1][C:2]1[CH:3]=[C:4]([NH:18][C:30]([NH:29][C:27](=[O:28])[CH2:26][C:23]2[CH:24]=[CH:25][C:20]([F:19])=[CH:21][CH:22]=2)=[O:31])[CH:5]=[CH:6][C:7]=1[O:8][C:9]1[CH:14]=[CH:13][N:12]=[CH:11][C:10]=1[N+:15]([O-:17])=[O:16]. (3) Given the reactants [NH2:1][C:2]1[CH:3]=[C:4]([C:8]2[C:16]3[O:15][CH2:14][CH:13]([C:17]4[CH:22]=[CH:21][C:20]([CH:23]([CH3:25])[CH3:24])=[CH:19][CH:18]=4)[C:12]=3[C:11]([CH3:26])=[C:10]([NH:27][C:28](=[O:34])[CH2:29][C:30]([CH3:33])([CH3:32])[CH3:31])[C:9]=2[CH3:35])[CH:5]=[CH:6][CH:7]=1.[C:36](Cl)(=[O:39])[CH2:37][CH3:38], predict the reaction product. The product is: [CH:23]([C:20]1[CH:21]=[CH:22][C:17]([CH:13]2[C:12]3[C:11]([CH3:26])=[C:10]([NH:27][C:28](=[O:34])[CH2:29][C:30]([CH3:33])([CH3:32])[CH3:31])[C:9]([CH3:35])=[C:8]([C:4]4[CH:5]=[CH:6][CH:7]=[C:2]([NH:1][C:36](=[O:39])[CH2:37][CH3:38])[CH:3]=4)[C:16]=3[O:15][CH2:14]2)=[CH:18][CH:19]=1)([CH3:24])[CH3:25]. (4) Given the reactants [F:1][C:2]1[CH:3]=[C:4](B(O)O)[CH:5]=[CH:6][C:7]=1[S:8][CH3:9].[CH2:13]([N:20]1[C:25](=[O:26])[C:24]([O:27][CH3:28])=[C:23](Br)[CH:22]=[N:21]1)[C:14]1[CH:19]=[CH:18][CH:17]=[CH:16][CH:15]=1, predict the reaction product. The product is: [CH2:13]([N:20]1[C:25](=[O:26])[C:24]([O:27][CH3:28])=[C:23]([C:4]2[CH:5]=[CH:6][C:7]([S:8][CH3:9])=[C:2]([F:1])[CH:3]=2)[CH:22]=[N:21]1)[C:14]1[CH:15]=[CH:16][CH:17]=[CH:18][CH:19]=1. (5) Given the reactants [O:1]=[C:2]1[C:10](=[O:11])[C:9]2[C:4](=[CH:5][CH:6]=[C:7]([CH2:12][C:13]([OH:15])=[O:14])[CH:8]=2)[NH:3]1.O.[C:17]1(C)C=CC(S(O)(=O)=O)=C[CH:18]=1, predict the reaction product. The product is: [O:1]=[C:2]1[C:10](=[O:11])[C:9]2[C:4](=[CH:5][CH:6]=[C:7]([CH2:12][C:13]([O:15][CH2:17][CH3:18])=[O:14])[CH:8]=2)[NH:3]1. (6) Given the reactants [Br:1][C:2]1[CH:3]=[C:4]([C:13]([OH:15])=O)[C:5]2[CH:6]=[N:7][N:8]([CH2:11][CH3:12])[C:9]=2[CH:10]=1.CCN=C=NCCCN(C)C.Cl.C1C=CC2N(O)N=NC=2C=1.O.CCN(C(C)C)C(C)C.[NH2:48][CH2:49][C:50]1[C:51](=[O:60])[NH:52][C:53]([CH3:59])=[CH:54][C:55]=1[CH2:56][CH2:57][CH3:58], predict the reaction product. The product is: [CH3:59][C:53]1[NH:52][C:51](=[O:60])[C:50]([CH2:49][NH:48][C:13]([C:4]2[C:5]3[CH:6]=[N:7][N:8]([CH2:11][CH3:12])[C:9]=3[CH:10]=[C:2]([Br:1])[CH:3]=2)=[O:15])=[C:55]([CH2:56][CH2:57][CH3:58])[CH:54]=1. (7) Given the reactants [N:1]1[CH:6]=[CH:5][C:4]([C:7]2[CH:12]=[CH:11][CH:10]=[CH:9][C:8]=2[CH2:13]O)=[CH:3][CH:2]=1.S(Cl)(Cl)=O.[N-:19]=[N+:20]=[N-:21].[Na+], predict the reaction product. The product is: [N:19]([CH2:13][C:8]1[CH:9]=[CH:10][CH:11]=[CH:12][C:7]=1[C:4]1[CH:5]=[CH:6][N:1]=[CH:2][CH:3]=1)=[N+:20]=[N-:21].